From a dataset of Catalyst prediction with 721,799 reactions and 888 catalyst types from USPTO. Predict which catalyst facilitates the given reaction. Reactant: [CH2:1]([N:8]1[CH2:12][CH:11]2[CH2:13][CH2:14][O:15][C:16](=[O:17])[CH:10]2[CH2:9]1)[C:2]1[CH:7]=[CH:6][CH:5]=[CH:4][CH:3]=1.[Li+].[BH4-]. Product: [CH2:1]([N:8]1[CH2:9][CH:10]([CH2:16][OH:17])[CH:11]([CH2:13][CH2:14][OH:15])[CH2:12]1)[C:2]1[CH:3]=[CH:4][CH:5]=[CH:6][CH:7]=1. The catalyst class is: 1.